This data is from Forward reaction prediction with 1.9M reactions from USPTO patents (1976-2016). The task is: Predict the product of the given reaction. (1) Given the reactants Cl.[F:2][C:3]1[CH:4]=[CH:5][CH:6]=[C:7]2[C:12]=1[O:11][CH2:10][CH2:9][C@H:8]2[NH2:13].C(=O)([O-])[O-].[K+].[K+].[F:20][C:21]1[CH:26]=[CH:25][C:24]([NH:27][C:28](=[O:34])[O:29][C:30]([CH3:33])([CH3:32])[CH3:31])=[C:23]([NH:35][C:36]2[N:41]=[C:40](SC#N)[C:39]([N+:45]([O-:47])=[O:46])=[CH:38][N:37]=2)[CH:22]=1, predict the reaction product. The product is: [F:20][C:21]1[CH:26]=[CH:25][C:24]([NH:27][C:28](=[O:34])[O:29][C:30]([CH3:33])([CH3:32])[CH3:31])=[C:23]([NH:35][C:36]2[N:37]=[C:38]([NH:13][C@H:8]3[C:7]4[C:12](=[C:3]([F:2])[CH:4]=[CH:5][CH:6]=4)[O:11][CH2:10][CH2:9]3)[C:39]([N+:45]([O-:47])=[O:46])=[CH:40][N:41]=2)[CH:22]=1. (2) Given the reactants CN(C(ON1N=NC2C=CC=NC1=2)=[N+](C)C)C.F[P-](F)(F)(F)(F)F.[C:25]1([CH2:31][C:32]([OH:34])=O)[CH:30]=[CH:29][CH:28]=[CH:27][CH:26]=1.CCN(C(C)C)C(C)C.[NH:44]1[CH2:49][CH2:48][CH:47]([CH2:50][N:51]2[C:60]3[C:55](=[CH:56][C:57]([C:61]4[CH:62]=[N:63][N:64]([CH:66]5[CH2:71][CH2:70][CH2:69][CH2:68][O:67]5)[CH:65]=4)=[CH:58][CH:59]=3)[CH2:54][CH2:53][CH2:52]2)[CH2:46][CH2:45]1, predict the reaction product. The product is: [C:25]1([CH2:31][C:32]([N:44]2[CH2:49][CH2:48][CH:47]([CH2:50][N:51]3[C:60]4[C:55](=[CH:56][C:57]([C:61]5[CH:62]=[N:63][N:64]([CH:66]6[CH2:71][CH2:70][CH2:69][CH2:68][O:67]6)[CH:65]=5)=[CH:58][CH:59]=4)[CH2:54][CH2:53][CH2:52]3)[CH2:46][CH2:45]2)=[O:34])[CH:26]=[CH:27][CH:28]=[CH:29][CH:30]=1. (3) The product is: [CH2:15]([N:12]1[C:11]2[CH:10]=[CH:9][CH:8]=[CH:7][C:6]=2[C:5]2[C:13]1=[CH:1][CH:2]=[CH:3][CH:4]=2)[CH2:16][CH2:17][CH2:18][CH3:19]. Given the reactants [CH:1]1[C:13]2[NH:12][C:11]3[C:6](=[CH:7][CH:8]=[CH:9][CH:10]=3)[C:5]=2[CH:4]=[CH:3][CH:2]=1.Br[CH2:15][CH2:16][CH2:17][CH2:18][CH3:19].[OH-].[Na+], predict the reaction product. (4) Given the reactants [CH2:1]([N:6]1[C:14]2[N:13]=[C:12]([C:15]([F:18])([F:17])[F:16])[NH:11][C:10]=2[C:9](=O)[NH:8][C:7]1=[O:20])[CH2:2][CH2:3][CH2:4][CH3:5].P12(SP3(SP(SP(S3)(S1)=S)(=S)S2)=S)=[S:22], predict the reaction product. The product is: [CH2:1]([N:6]1[C:14]2[N:13]=[C:12]([C:15]([F:18])([F:17])[F:16])[NH:11][C:10]=2[C:9](=[S:22])[NH:8][C:7]1=[O:20])[CH2:2][CH2:3][CH2:4][CH3:5]. (5) Given the reactants [Cl:1][C:2]1[CH:7]=[CH:6][C:5]([O:8][C:9]2[CH:14]=[CH:13][C:12]([CH2:15][CH2:16][O:17][C:18]3[CH:23]=[CH:22][NH:21][C:20](=[O:24])[N:19]=3)=[CH:11][CH:10]=2)=[CH:4][C:3]=1[C:25]([F:28])([F:27])[F:26].Cl.Cl[CH2:31][C:32]1[CH:37]=[CH:36][N:35]=[CH:34][CH:33]=1, predict the reaction product. The product is: [Cl:1][C:2]1[CH:7]=[CH:6][C:5]([O:8][C:9]2[CH:10]=[CH:11][C:12]([CH2:15][CH2:16][O:17][C:18]3[CH:23]=[CH:22][N:21]([CH2:31][C:32]4[CH:37]=[CH:36][N:35]=[CH:34][CH:33]=4)[C:20](=[O:24])[N:19]=3)=[CH:13][CH:14]=2)=[CH:4][C:3]=1[C:25]([F:26])([F:28])[F:27].